Predict the reaction yield, written as a fraction of the theoretical maximum amount of product (1.0 means a 100% yield; for example, 0.34 means a 34% yield). From a dataset of Reaction yield outcomes from USPTO patents with 853,638 reactions. (1) The reactants are [CH3:1][N:2]1[CH:6]=[C:5]([C:7]2[CH:8]=[C:9]3[C:14](=[CH:15][CH:16]=2)[N:13]([C:17]2[C:21]4[CH2:22][N:23]([C:26](=[O:28])[CH3:27])[CH2:24][CH2:25][C:20]=4[NH:19][N:18]=2)[CH2:12][CH2:11][CH2:10]3)[CH:4]=[N:3]1.C1(C)C=CC(S(O)(=O)=O)=CC=1.[O:40]1[CH:44]=[CH:43][CH2:42][CH2:41]1.O. The catalyst is C1COCC1. The product is [CH3:1][N:2]1[CH:6]=[C:5]([C:7]2[CH:8]=[C:9]3[C:14](=[CH:15][CH:16]=2)[N:13]([C:17]2[C:21]4[CH2:22][N:23]([C:26](=[O:28])[CH3:27])[CH2:24][CH2:25][C:20]=4[N:19]([CH:41]4[CH2:42][CH2:43][CH2:44][O:40]4)[N:18]=2)[CH2:12][CH2:11][CH2:10]3)[CH:4]=[N:3]1. The yield is 0.0900. (2) The reactants are C([O-])([O-])=O.[K+].[K+].Br[CH2:8][CH2:9]Br.[NH2:11][C:12]1[CH:17]=[CH:16][CH:15]=[CH:14][C:13]=1[SH:18]. The catalyst is CC(C)=O. The product is [S:18]1[C:13]2[CH:14]=[CH:15][CH:16]=[CH:17][C:12]=2[NH:11][CH2:9][CH2:8]1. The yield is 0.660. (3) The reactants are [N:1]1[CH:6]=[CH:5][CH:4]=[C:3]([C:7]2[CH:15]=[C:14]3[C:10]([CH2:11][C:12](=[O:16])[NH:13]3)=[CH:9][CH:8]=2)[CH:2]=1.[CH2:17]([N:19]([CH2:34][CH3:35])[CH2:20][CH2:21][NH:22][C:23]([C:25]1[C:29]([CH3:30])=[C:28]([CH:31]=O)[NH:27][C:26]=1[CH3:33])=[O:24])[CH3:18]. No catalyst specified. The product is [CH2:34]([N:19]([CH2:17][CH3:18])[CH2:20][CH2:21][NH:22][C:23]([C:25]1[C:29]([CH3:30])=[C:28]([CH:31]=[C:11]2[C:10]3[C:14](=[CH:15][C:7]([C:3]4[CH:2]=[N:1][CH:6]=[CH:5][CH:4]=4)=[CH:8][CH:9]=3)[NH:13][C:12]2=[O:16])[NH:27][C:26]=1[CH3:33])=[O:24])[CH3:35]. The yield is 0.330. (4) The reactants are [CH3:1][C:2]1[CH:3]=[C:4]([CH:7]=[C:8]([CH3:10])[CH:9]=1)[C:5]#[N:6].[Br:11]N1C(=O)CCC1=O. The catalyst is [W].C(OOC(=O)C1C=CC=CC=1)(=O)C1C=CC=CC=1.C(Cl)(Cl)(Cl)Cl. The product is [Br:11][CH2:1][C:2]1[CH:3]=[C:4]([CH:7]=[C:8]([CH3:10])[CH:9]=1)[C:5]#[N:6]. The yield is 0.810. (5) The reactants are Cl[C:2]1[C:7]([CH3:8])=[C:6]([C:9]2[N:13]([CH2:14][CH2:15][C:16]([N:18]([CH3:20])[CH3:19])=[O:17])[N:12]=[C:11]([NH:21][C:22]3[CH:27]=[C:26]([C:28]([F:31])([F:30])[F:29])[CH:25]=[C:24]([F:32])[CH:23]=3)[CH:10]=2)[CH:5]=[CH:4][N:3]=1.CCN(CC)CC.S1C=CC=C1. The catalyst is C1COCC1.[Ni]. The product is [F:32][C:24]1[CH:23]=[C:22]([NH:21][C:11]2[CH:10]=[C:9]([C:6]3[CH:5]=[CH:4][N:3]=[CH:2][C:7]=3[CH3:8])[N:13]([CH2:14][CH2:15][C:16]([N:18]([CH3:20])[CH3:19])=[O:17])[N:12]=2)[CH:27]=[C:26]([C:28]([F:29])([F:31])[F:30])[CH:25]=1. The yield is 0.675. (6) The reactants are [Cl:1][C:2]1[CH:3]=[C:4]([NH:8][C:9]([C:11]2[N:12]=[C:13]([CH3:17])[S:14][C:15]=2[NH2:16])=[O:10])[CH:5]=[CH:6][CH:7]=1.[C:18](Cl)(=[O:25])[C:19]1[CH:24]=[CH:23][CH:22]=[CH:21][CH:20]=1. The catalyst is O1CCOCC1.N1C=CC=CC=1. The product is [Cl:1][C:2]1[CH:3]=[C:4]([NH:8][C:9]([C:11]2[N:12]=[C:13]([CH3:17])[S:14][C:15]=2[NH:16][C:18](=[O:25])[C:19]2[CH:24]=[CH:23][CH:22]=[CH:21][CH:20]=2)=[O:10])[CH:5]=[CH:6][CH:7]=1. The yield is 0.0400. (7) The reactants are [O:1]1[CH2:6][CH2:5][N:4]([CH2:7][CH2:8][CH2:9][N:10]2[C:19]3[C:14](=[CH:15][C:16]([N+:20]([O-:22])=[O:21])=[CH:17][CH:18]=3)[CH2:13][CH2:12][C:11]2=O)[CH2:3][CH2:2]1.C1COCC1. No catalyst specified. The product is [N+:20]([C:16]1[CH:15]=[C:14]2[C:19](=[CH:18][CH:17]=1)[N:10]([CH2:9][CH2:8][CH2:7][N:4]1[CH2:3][CH2:2][O:1][CH2:6][CH2:5]1)[CH2:11][CH2:12][CH2:13]2)([O-:22])=[O:21]. The yield is 0.494. (8) The reactants are [CH3:1][O:2][C:3](=[O:14])[C:4]1[CH:9]=[CH:8][C:7]([CH:10]=[O:11])=[C:6]([O:12][CH3:13])[CH:5]=1.O.CC(=CC)C.[O-:21]Cl=O.[Na+]. The catalyst is C(O)(C)(C)C.C(Cl)Cl. The product is [CH3:1][O:2][C:3](=[O:14])[C:4]1[CH:9]=[CH:8][C:7]([C:10]([OH:21])=[O:11])=[C:6]([O:12][CH3:13])[CH:5]=1. The yield is 0.470. (9) The reactants are [OH:1][C:2]1([C:5]([OH:7])=O)[CH2:4][CH2:3]1.C1N=CN(C(N2C=NC=C2)=O)C=1.[F:20][C:21]1([F:41])[CH2:24][N:23]([C:25]2[C:26]([O:35][CH2:36][C:37]([F:40])([F:39])[F:38])=[CH:27][C:28]([C:31](=[N:33]O)[NH2:32])=[N:29][CH:30]=2)[CH2:22]1. The catalyst is CN(C=O)C.C(OCC)(=O)C. The product is [F:41][C:21]1([F:20])[CH2:24][N:23]([C:25]2[C:26]([O:35][CH2:36][C:37]([F:38])([F:40])[F:39])=[CH:27][C:28]([C:31]3[N:32]=[C:5]([C:2]4([OH:1])[CH2:4][CH2:3]4)[O:7][N:33]=3)=[N:29][CH:30]=2)[CH2:22]1. The yield is 0.430. (10) The reactants are [OH:1][C:2]1[N:7]=[CH:6][C:5]([N:8]2[C:13](=[O:14])[CH2:12][C:11]([CH3:16])([CH3:15])[CH2:10][C:9]2=[O:17])=[CH:4][CH:3]=1.C(NC1C=CC([O:33][C:34]([N:36]2[CH2:41][CH2:40][CH:39]([O:42][Si](C(C)(C)C)(C)C)[CH2:38][CH2:37]2)=O)=NC=1)(=O)C1C=CC=CC=1.C(N(CC)CC)C.C(OCC)(=O)C. The catalyst is CN(C)C=O.Cl. The product is [CH3:16][C:11]1([CH3:15])[CH2:12][C:13](=[O:14])[N:8]([C:5]2[CH:6]=[N:7][C:2]([O:1][C:34]([N:36]3[CH2:41][CH2:40][CH:39]([OH:42])[CH2:38][CH2:37]3)=[O:33])=[CH:3][CH:4]=2)[C:9](=[O:17])[CH2:10]1. The yield is 0.250.